Dataset: CYP2C19 inhibition data for predicting drug metabolism from PubChem BioAssay. Task: Regression/Classification. Given a drug SMILES string, predict its absorption, distribution, metabolism, or excretion properties. Task type varies by dataset: regression for continuous measurements (e.g., permeability, clearance, half-life) or binary classification for categorical outcomes (e.g., BBB penetration, CYP inhibition). Dataset: cyp2c19_veith. (1) The drug is CCCNC(=O)N1N=C(c2ccc(N)cc2)c2cc3c(cc2[C@H]1C)OCO3. The result is 0 (non-inhibitor). (2) The drug is Cc1cccc(Nc2c([N+](=O)[O-])cc([N+](=O)[O-])c3cccnc23)c1C. The result is 1 (inhibitor). (3) The molecule is CCN=C(N)CSS(=O)(=O)O. The result is 0 (non-inhibitor). (4) The compound is O=C(COc1ccc(Cl)cc1Cl)N/N=C/CCc1ccccc1. The result is 1 (inhibitor). (5) The drug is CC[C@H](CO)NC(=O)[C@H]1C=C2c3cccc4[nH]cc(c34)C[C@@H]2N(C)C1. The result is 0 (non-inhibitor). (6) The molecule is O=C(O)CP(=O)(O)c1ccc(Cl)cc1. The result is 0 (non-inhibitor). (7) The compound is COc1ccc(C[C@H](N)C(=O)N[C@H]2[C@@H](CO)O[C@@H](n3cnc4c(N(C)C)ncnc43)[C@H]2O)cc1. The result is 0 (non-inhibitor). (8) The drug is Cc1ccc(NC(=S)NC2CCCC2)cc1. The result is 1 (inhibitor). (9) The drug is CCCOc1ccc(/C=C/C(=O)Nc2ccc([N+](=O)[O-])cc2C)cc1OC. The result is 1 (inhibitor).